Dataset: Reaction yield outcomes from USPTO patents with 853,638 reactions. Task: Predict the reaction yield, written as a fraction of the theoretical maximum amount of product (1.0 means a 100% yield; for example, 0.34 means a 34% yield). The reactants are C(OC([N:8]1[CH2:12][CH2:11][CH2:10][C@@H:9]1[CH2:13][O:14][C:15]1[CH:20]=[CH:19][C:18]([O:21][CH2:22][C:23]2[CH:28]=[CH:27][CH:26]=[CH:25][CH:24]=2)=[CH:17][CH:16]=1)=O)(C)(C)C.[ClH:29]. The catalyst is O1CCOCC1. The product is [ClH:29].[CH2:22]([O:21][C:18]1[CH:19]=[CH:20][C:15]([O:14][CH2:13][C@H:9]2[CH2:10][CH2:11][CH2:12][NH:8]2)=[CH:16][CH:17]=1)[C:23]1[CH:24]=[CH:25][CH:26]=[CH:27][CH:28]=1. The yield is 0.900.